This data is from Full USPTO retrosynthesis dataset with 1.9M reactions from patents (1976-2016). The task is: Predict the reactants needed to synthesize the given product. (1) The reactants are: Br[C:2]1[CH:3]=[C:4]([N:8]2[C:16]3[CH:15]=[CH:14][N:13]=[C:12]([NH:17][CH:18]4[CH2:20][CH2:19]4)[C:11]=3[C:10]([C:21]([O:23][CH3:24])=[O:22])=[N:9]2)[CH:5]=[CH:6][CH:7]=1.[C:25]([C@:27]1([OH:34])[CH2:31][CH2:30][N:29]([CH3:32])[C:28]1=[O:33])#[CH:26]. Given the product [CH:18]1([NH:17][C:12]2[C:11]3[C:10]([C:21]([O:23][CH3:24])=[O:22])=[N:9][N:8]([C:4]4[CH:5]=[CH:6][CH:7]=[C:2]([C:26]#[C:25][C@:27]5([OH:34])[CH2:31][CH2:30][N:29]([CH3:32])[C:28]5=[O:33])[CH:3]=4)[C:16]=3[CH:15]=[CH:14][N:13]=2)[CH2:20][CH2:19]1, predict the reactants needed to synthesize it. (2) The reactants are: [Cl:1][C:2]1[CH:3]=[C:4]2[C:10]([C:11]3[N:16]=[C:15]([NH:17][C@H:18]4[CH2:23][CH2:22][CH2:21][N:20]([CH2:24][C:25]([F:28])([F:27])[F:26])[CH2:19]4)[C:14]([F:29])=[CH:13][N:12]=3)=[CH:9][N:8](S(C3C=CC(C)=CC=3)(=O)=O)[C:5]2=[N:6][CH:7]=1.[Li+].[OH-]. Given the product [Cl:1][C:2]1[CH:3]=[C:4]2[C:10]([C:11]3[N:16]=[C:15]([NH:17][C@H:18]4[CH2:23][CH2:22][CH2:21][N:20]([CH2:24][C:25]([F:28])([F:26])[F:27])[CH2:19]4)[C:14]([F:29])=[CH:13][N:12]=3)=[CH:9][NH:8][C:5]2=[N:6][CH:7]=1, predict the reactants needed to synthesize it.